This data is from Reaction yield outcomes from USPTO patents with 853,638 reactions. The task is: Predict the reaction yield, written as a fraction of the theoretical maximum amount of product (1.0 means a 100% yield; for example, 0.34 means a 34% yield). (1) The reactants are [F:1][C:2]1[CH:7]=[CH:6][C:5]([CH2:8][C:9]([OH:11])=O)=[CH:4][CH:3]=1.C(Cl)(=O)C(Cl)=O.[CH:18]([C@H:31]1[O:36][CH2:35][C@@H:34]([NH2:37])[CH2:33][CH2:32]1)([C:25]1[CH:30]=[CH:29][CH:28]=[CH:27][CH:26]=1)[C:19]1[CH:24]=[CH:23][CH:22]=[CH:21][CH:20]=1.C(N(CC)CC)C. The catalyst is ClCCl.CN(C=O)C. The product is [CH:18]([C@H:31]1[O:36][CH2:35][C@@H:34]([NH:37][C:9](=[O:11])[CH2:8][C:5]2[CH:4]=[CH:3][C:2]([F:1])=[CH:7][CH:6]=2)[CH2:33][CH2:32]1)([C:25]1[CH:30]=[CH:29][CH:28]=[CH:27][CH:26]=1)[C:19]1[CH:20]=[CH:21][CH:22]=[CH:23][CH:24]=1. The yield is 0.800. (2) The reactants are [CH:1]1([N:6]2[C:10]3[N:11]=[C:12]([NH:15][C:16]4[N:21]=[CH:20][C:19]([N:22]5[CH2:27][CH2:26][CH:25]([CH2:28][C:29](O)=[O:30])[CH2:24][CH2:23]5)=[CH:18][CH:17]=4)[N:13]=[CH:14][C:9]=3[C:8]3[CH:32]=[CH:33][N:34]=[C:35]([F:36])[C:7]2=3)[CH2:5][CH2:4][CH2:3][CH2:2]1.C(N1C=CN=C1)([N:39]1C=CN=C1)=O.C(O)(C(F)(F)F)=O. The catalyst is CN(C=O)C. The product is [CH:1]1([N:6]2[C:10]3[N:11]=[C:12]([NH:15][C:16]4[N:21]=[CH:20][C:19]([N:22]5[CH2:23][CH2:24][CH:25]([CH2:28][C:29]([NH2:39])=[O:30])[CH2:26][CH2:27]5)=[CH:18][CH:17]=4)[N:13]=[CH:14][C:9]=3[C:8]3[CH:32]=[CH:33][N:34]=[C:35]([F:36])[C:7]2=3)[CH2:2][CH2:3][CH2:4][CH2:5]1. The yield is 0.260. (3) The reactants are [CH3:1][O:2][C:3](=[O:32])[NH:4][CH:5]([C:9]([N:11]1[CH2:15][CH2:14][CH2:13][CH:12]1[C:16]1[NH:17][C:18]([C:21]2[CH:30]=[CH:29][C:28]3[C:23](=[CH:24][CH:25]=[C:26]([Br:31])[CH:27]=3)[CH:22]=2)=[CH:19][N:20]=1)=[O:10])[CH:6]([CH3:8])[CH3:7].[C:33]([O:37][C:38](N1CCCC1C1NC(C2C=CC3C(=CC=C(Br)C=3)C=2)=CN=1)=O)(C)(C)C.COC(NC(C1CCOCC1)C(O)=O)=O. No catalyst specified. The product is [CH3:1][O:2][C:3](=[O:32])[NH:4][CH:5]([CH:6]1[CH2:8][CH2:38][O:37][CH2:33][CH2:7]1)[C:9]([N:11]1[CH2:15][CH2:14][CH2:13][CH:12]1[C:16]1[NH:17][C:18]([C:21]2[CH:30]=[CH:29][C:28]3[C:23](=[CH:24][CH:25]=[C:26]([Br:31])[CH:27]=3)[CH:22]=2)=[CH:19][N:20]=1)=[O:10]. The yield is 0.430. (4) The reactants are [CH3:1][O:2][C:3]([CH:5]1[CH2:9][CH:8]([CH2:10][O:11][CH3:12])[CH2:7][N:6]1[C:13]([O:15][C:16]([CH3:19])([CH3:18])[CH3:17])=[O:14])=[O:4].[Li+].[OH-].Cl.BrC[C:25]([C:27]1[CH:32]=[CH:31][C:30]([Br:33])=[CH:29][CH:28]=1)=[O:26].C(N(CC)CC)C. The catalyst is CO. The product is [C:16]([O:15][C:13]([N:6]1[CH2:7][CH:8]([CH2:10][O:11][CH3:12])[CH2:9][CH:5]1[C:3]([O:2][CH2:1][C:25]([C:27]1[CH:32]=[CH:31][C:30]([Br:33])=[CH:29][CH:28]=1)=[O:26])=[O:4])=[O:14])([CH3:19])([CH3:18])[CH3:17]. The yield is 0.970. (5) The reactants are [N:1]([CH2:4][CH2:5][C:6]1([C:27]2[CH:32]=[CH:31][CH:30]=[CH:29][CH:28]=2)[O:11][C:10](=[O:12])[N:9]([C:13]2[CH:14]=[C:15]([C:19]3[CH:24]=[CH:23][C:22]([F:25])=[CH:21][C:20]=3[F:26])[CH:16]=[CH:17][CH:18]=2)[CH2:8][CH2:7]1)=[N+]=[N-].C1C=CC(P(C2C=CC=CC=2)C2C=CC=CC=2)=CC=1. The catalyst is C1COCC1.O. The product is [NH2:1][CH2:4][CH2:5][C:6]1([C:27]2[CH:28]=[CH:29][CH:30]=[CH:31][CH:32]=2)[O:11][C:10](=[O:12])[N:9]([C:13]2[CH:14]=[C:15]([C:19]3[CH:24]=[CH:23][C:22]([F:25])=[CH:21][C:20]=3[F:26])[CH:16]=[CH:17][CH:18]=2)[CH2:8][CH2:7]1. The yield is 0.310.